Predict the reactants needed to synthesize the given product. From a dataset of Full USPTO retrosynthesis dataset with 1.9M reactions from patents (1976-2016). (1) Given the product [O:3]1[C:7]2[CH:8]=[CH:9][C:10]([C:12]3([C:15]([NH:17][C:18]4[CH:19]=[CH:20][C:21]([CH2:35][O:3][CH:7]([CH3:8])[CH3:6])=[C:22]([C:24]5[CH:25]=[CH:26][C:27]([C:30]([N:32]([CH3:34])[CH3:33])=[O:31])=[CH:28][CH:29]=5)[CH:23]=4)=[O:16])[CH2:14][CH2:13]3)=[CH:11][C:6]=2[O:5][CH2:4]1, predict the reactants needed to synthesize it. The reactants are: [H-].[Na+].[O:3]1[C:7]2[CH:8]=[CH:9][C:10]([C:12]3([C:15]([NH:17][C:18]4[CH:19]=[CH:20][C:21]([CH3:35])=[C:22]([C:24]5[CH:29]=[CH:28][C:27]([C:30]([N:32]([CH3:34])[CH3:33])=[O:31])=[CH:26][CH:25]=5)[CH:23]=4)=[O:16])[CH2:14][CH2:13]3)=[CH:11][C:6]=2[O:5][CH2:4]1.IC. (2) The reactants are: [Br:1][C:2]1[CH:10]=[CH:9][C:8]([C:11]([F:14])([F:13])[F:12])=[CH:7][C:3]=1[C:4]([OH:6])=O.[CH:15]1[C:24]2[C:19](=[CH:20][CH:21]=[C:22]([C:25]3[CH:26]=[C:27]([CH:29]=[CH:30][C:31]=3[CH3:32])[NH2:28])[CH:23]=2)[CH:18]=[CH:17][N:16]=1.C(Cl)CCl.C1C=NC2N(O)N=NC=2C=1. Given the product [Br:1][C:2]1[CH:10]=[CH:9][C:8]([C:11]([F:14])([F:13])[F:12])=[CH:7][C:3]=1[C:4]([NH:28][C:27]1[CH:29]=[CH:30][C:31]([CH3:32])=[C:25]([C:22]2[CH:23]=[C:24]3[C:19]([CH:18]=[CH:17][N:16]=[CH:15]3)=[CH:20][CH:21]=2)[CH:26]=1)=[O:6], predict the reactants needed to synthesize it. (3) Given the product [CH3:1][O:2][C:3]([C@@H:5]1[CH2:18][C@H:17]([O:19][C:41](=[O:42])[NH:40][C:34]2[CH:39]=[CH:38][CH:37]=[CH:36][CH:35]=2)[C:16](=[O:20])[C@H:15]2[C@@:6]1([CH3:28])[CH2:7][CH2:8][C@@H:9]1[C@:14]2([CH3:21])[CH2:13][C@@H:12]([C:22]2[CH:26]=[CH:25][O:24][CH:23]=2)[O:11][C:10]1=[O:27])=[O:4], predict the reactants needed to synthesize it. The reactants are: [CH3:1][O:2][C:3]([C@@H:5]1[CH2:18][C@H:17]([OH:19])[C:16](=[O:20])[C@H:15]2[C@@:6]1([CH3:28])[CH2:7][CH2:8][C@H:9]1[C@:14]2([CH3:21])[CH2:13][C@@H:12]([C:22]2[CH:26]=[CH:25][O:24][CH:23]=2)[O:11][C:10]1=[O:27])=[O:4].C[Si](Cl)(C)C.[C:34]1([N:40]=[C:41]=[O:42])[CH:39]=[CH:38][CH:37]=[CH:36][CH:35]=1. (4) Given the product [CH:1]([NH:4][CH2:10][CH:11]([C:16]([F:19])([F:18])[F:17])[C:12]([F:15])([F:14])[F:13])([CH3:3])[CH3:2], predict the reactants needed to synthesize it. The reactants are: [CH:1]([NH2:4])([CH3:3])[CH3:2].CN(C)C=O.[CH2:10]=[C:11]([C:16]([F:19])([F:18])[F:17])[C:12]([F:15])([F:14])[F:13]. (5) The reactants are: [NH2:1][C:2]1[NH:21][C:5]2=[CH:6][C:7]3[C:8]([CH3:20])([CH3:19])[C:9](=[O:18])[N:10]([CH2:13][CH2:14][CH2:15][CH2:16][CH3:17])[C:11]=3[CH:12]=[C:4]2[N:3]=1.CN(C(ON1N=NC2C=CC=CC1=2)=[N+](C)C)C.[B-](F)(F)(F)F.CCN(C(C)C)C(C)C.[F:53][C:54]([F:66])([F:65])[O:55][C:56]1[CH:64]=[CH:63][CH:62]=[CH:61][C:57]=1[C:58](O)=[O:59]. Given the product [CH3:19][C:8]1([CH3:20])[C:7]2[CH:6]=[C:5]3[NH:21][C:2]([NH:1][C:58](=[O:59])[C:57]4[CH:61]=[CH:62][CH:63]=[CH:64][C:56]=4[O:55][C:54]([F:53])([F:65])[F:66])=[N:3][C:4]3=[CH:12][C:11]=2[N:10]([CH2:13][CH2:14][CH2:15][CH2:16][CH3:17])[C:9]1=[O:18], predict the reactants needed to synthesize it.